Dataset: Reaction yield outcomes from USPTO patents with 853,638 reactions. Task: Predict the reaction yield, written as a fraction of the theoretical maximum amount of product (1.0 means a 100% yield; for example, 0.34 means a 34% yield). (1) The reactants are Cl.[O:2]1[C:6]2[CH:7]=[CH:8][CH:9]=[CH:10][C:5]=2[CH2:4][CH:3]1[CH2:11][NH2:12].F[C:14]1[CH:22]=[N:21][CH:20]=[CH:19][C:15]=1[C:16]([OH:18])=[O:17]. No catalyst specified. The product is [O:2]1[C:6]2[CH:7]=[CH:8][CH:9]=[CH:10][C:5]=2[CH2:4][CH:3]1[CH2:11][NH:12][C:19]1[CH:20]=[N:21][CH:22]=[CH:14][C:15]=1[C:16]([OH:18])=[O:17]. The yield is 0.180. (2) The reactants are [N:1]([C@H:4]([C:15]1[N:16]=[C:17]([C:20]2[CH:25]=[CH:24][CH:23]=[CH:22][CH:21]=2)[S:18][CH:19]=1)[CH2:5][C:6]1[CH:11]=[CH:10][C:9]([N+:12]([O-:14])=[O:13])=[CH:8][CH:7]=1)=[C:2]=[S:3].[C:26]([NH:29][NH2:30])(=O)[CH3:27]. The catalyst is CCO. The product is [CH3:27][C:26]1[S:3][C:2]([NH:1][C@H:4]([C:15]2[N:16]=[C:17]([C:20]3[CH:21]=[CH:22][CH:23]=[CH:24][CH:25]=3)[S:18][CH:19]=2)[CH2:5][C:6]2[CH:11]=[CH:10][C:9]([N+:12]([O-:14])=[O:13])=[CH:8][CH:7]=2)=[N:30][N:29]=1. The yield is 0.930. (3) The reactants are [C:1]([O:5][P:6]([O-:13])([O:8][C:9]([CH3:12])([CH3:11])[CH3:10])=[O:7])([CH3:4])([CH3:3])[CH3:2].C([N+](CCCC)(CCCC)CCCC)CCC.[Br:31][CH2:32][CH2:33]Br. The catalyst is C(COC)OC. The product is [P:6]([O:5][C:1]([CH3:4])([CH3:3])[CH3:2])([O:8][C:9]([CH3:12])([CH3:11])[CH3:10])([O:13][CH2:33][CH2:32][Br:31])=[O:7]. The yield is 0.460.